From a dataset of Forward reaction prediction with 1.9M reactions from USPTO patents (1976-2016). Predict the product of the given reaction. (1) Given the reactants [Cl:1][C:2]1[CH:3]=[CH:4][CH:5]=[C:6]2[C:11]=1[N:10]=[C:9]([C:12]1[CH:17]=[C:16]([F:18])[CH:15]=[CH:14][C:13]=1[Cl:19])[C:8]([C@@H:20]([NH2:22])[CH3:21])=[CH:7]2.Cl[C:24]1[N:32]=[CH:31][N:30]=[C:29]2[C:25]=1[NH:26][CH:27]=[N:28]2.CCN(C(C)C)C(C)C, predict the reaction product. The product is: [Cl:1][C:2]1[CH:3]=[CH:4][CH:5]=[C:6]2[C:11]=1[N:10]=[C:9]([C:12]1[CH:17]=[C:16]([F:18])[CH:15]=[CH:14][C:13]=1[Cl:19])[C:8]([C@@H:20]([NH:22][C:24]1[N:32]=[CH:31][N:30]=[C:29]3[C:25]=1[N:26]=[CH:27][NH:28]3)[CH3:21])=[CH:7]2. (2) Given the reactants [Cl:1][C:2]1[S:6][C:5]([C:7]([NH:9][CH2:10][C@H:11]([OH:26])[CH2:12][NH:13][C:14]2[CH:19]=[CH:18][C:17]([N:20]3[CH2:24][CH2:23][NH:22][C:21]3=[O:25])=[CH:16][CH:15]=2)=[O:8])=[CH:4][CH:3]=1.C1N=CN([C:32](N2C=NC=C2)=[S:33])C=1, predict the reaction product. The product is: [Cl:1][C:2]1[S:6][C:5]([C:7]([NH:9][CH2:10][C@@H:11]2[O:26][C:32](=[S:33])[N:13]([C:14]3[CH:15]=[CH:16][C:17]([N:20]4[CH2:24][CH2:23][NH:22][C:21]4=[O:25])=[CH:18][CH:19]=3)[CH2:12]2)=[O:8])=[CH:4][CH:3]=1. (3) The product is: [Cl:14][C:12]1[CH:11]=[CH:10][C:6]2[NH:7][C:8](=[O:9])[CH:2]([NH:1][C:31](=[O:32])[C@H:30]([C:34]3[S:35][CH:36]=[CH:37][CH:38]=3)[CH2:29][C:24]3[CH:25]=[CH:26][C:27]([Cl:28])=[C:22]([Cl:21])[CH:23]=3)[N:3]=[C:4]([C:15]3[CH:20]=[CH:19][CH:18]=[CH:17][CH:16]=3)[C:5]=2[CH:13]=1. Given the reactants [NH2:1][CH:2]1[C:8](=[O:9])[NH:7][C:6]2[CH:10]=[CH:11][C:12]([Cl:14])=[CH:13][C:5]=2[C:4]([C:15]2[CH:20]=[CH:19][CH:18]=[CH:17][CH:16]=2)=[N:3]1.[Cl:21][C:22]1[CH:23]=[C:24]([CH2:29][C@@H:30]([C:34]2[S:35][CH:36]=[CH:37][CH:38]=2)[C:31](O)=[O:32])[CH:25]=[CH:26][C:27]=1[Cl:28], predict the reaction product.